From a dataset of Catalyst prediction with 721,799 reactions and 888 catalyst types from USPTO. Predict which catalyst facilitates the given reaction. Reactant: [CH:1]1([CH2:6][C@H:7]([CH2:18][N:19]([CH:28]=[O:29])[O:20][CH2:21][C:22]2[CH:27]=[CH:26][CH:25]=[CH:24][CH:23]=2)[C:8]([N:10]2[C@H:14]([C:15](O)=[O:16])[CH2:13][CH:12]=[N:11]2)=[O:9])[CH2:5][CH2:4][CH2:3][CH2:2]1.CN1CCOCC1.COC1N=C(OC)N=C([N+]2(C)CCOCC2)N=1.[N+:54]1([O-:61])[C:55]([NH2:60])=[CH:56][CH:57]=[CH:58][CH:59]=1. Product: [CH:1]1([CH2:6][C@H:7]([CH2:18][N:19]([CH:28]=[O:29])[O:20][CH2:21][C:22]2[CH:27]=[CH:26][CH:25]=[CH:24][CH:23]=2)[C:8]([N:10]2[C@H:14]([C:15]([NH:60][C:55]3[CH:56]=[CH:57][CH:58]=[CH:59][N+:54]=3[O-:61])=[O:16])[CH2:13][CH:12]=[N:11]2)=[O:9])[CH2:5][CH2:4][CH2:3][CH2:2]1. The catalyst class is: 10.